Dataset: Peptide-MHC class I binding affinity with 185,985 pairs from IEDB/IMGT. Task: Regression. Given a peptide amino acid sequence and an MHC pseudo amino acid sequence, predict their binding affinity value. This is MHC class I binding data. (1) The MHC is HLA-B15:01 with pseudo-sequence HLA-B15:01. The binding affinity (normalized) is 0.768. The peptide sequence is EIFKHLVFF. (2) The peptide sequence is SQCQAIHNV. The MHC is HLA-A02:02 with pseudo-sequence HLA-A02:02. The binding affinity (normalized) is 0.386. (3) The peptide sequence is YRGEYRQSR. The MHC is HLA-A24:03 with pseudo-sequence HLA-A24:03. The binding affinity (normalized) is 0.0847. (4) The peptide sequence is KIISEIGQL. The MHC is HLA-A02:01 with pseudo-sequence HLA-A02:01. The binding affinity (normalized) is 0.385. (5) The peptide sequence is QYPAFVLFI. The binding affinity (normalized) is 0.0847. The MHC is HLA-A01:01 with pseudo-sequence HLA-A01:01. (6) The peptide sequence is IVTDFSVIK. The MHC is HLA-A02:02 with pseudo-sequence HLA-A02:02. The binding affinity (normalized) is 0.106.